From a dataset of Full USPTO retrosynthesis dataset with 1.9M reactions from patents (1976-2016). Predict the reactants needed to synthesize the given product. (1) Given the product [CH:3]1([C:9]2[C:10]3[CH:11]=[CH:12][C:13]([C:28]([O:30][CH3:31])=[O:29])=[CH:14][C:15]=3[N:16]3[C:22]=2[C:21]2[CH:23]=[CH:24][CH:25]=[CH:26][C:20]=2[N:19]([CH2:33][C:34]([N:36]([CH3:38])[CH3:37])=[O:35])[C:18](=[O:27])[CH2:17]3)[CH2:4][CH2:5][CH2:6][CH2:7][CH2:8]1, predict the reactants needed to synthesize it. The reactants are: [H-].[Na+].[CH:3]1([C:9]2[C:10]3[CH:11]=[CH:12][C:13]([C:28]([O:30][CH3:31])=[O:29])=[CH:14][C:15]=3[N:16]3[C:22]=2[C:21]2[CH:23]=[CH:24][CH:25]=[CH:26][C:20]=2[NH:19][C:18](=[O:27])[CH2:17]3)[CH2:8][CH2:7][CH2:6][CH2:5][CH2:4]1.Cl[CH2:33][C:34]([N:36]([CH3:38])[CH3:37])=[O:35]. (2) Given the product [I:1][C:2]1[CH:3]=[N:4][N:5]([CH2:14][C:15]2[CH:20]=[CH:19][C:18]([O:21][CH3:22])=[CH:17][CH:16]=2)[CH:6]=1, predict the reactants needed to synthesize it. The reactants are: [I:1][C:2]1[CH:3]=[N:4][NH:5][CH:6]=1.C([O-])([O-])=O.[K+].[K+].Cl[CH2:14][C:15]1[CH:20]=[CH:19][C:18]([O:21][CH3:22])=[CH:17][CH:16]=1.CCOCC. (3) Given the product [Cl:11][C:4]1[CH:5]=[C:6]2[C:10](=[C:2]([CH:26]=[O:27])[CH:3]=1)[NH:9][N:8]=[CH:7]2, predict the reactants needed to synthesize it. The reactants are: Br[C:2]1[CH:3]=[C:4]([Cl:11])[CH:5]=[C:6]2[C:10]=1[NH:9][N:8]=[CH:7]2.[H-].[Na+].C([Li])(C)(C)C.CCCCC.CN(C)[CH:26]=[O:27].[Cl-].[NH4+]. (4) Given the product [CH:10]1([S:9][C:4]2[C:3]([CH2:2][O:28][C:24]3[C:23]([F:29])=[CH:22][C:21]([CH:19]4[CH2:20][CH:18]4[C:16]([OH:17])=[O:15])=[CH:26][C:25]=3[F:27])=[CH:8][CH:7]=[CH:6][N:5]=2)[CH2:13][CH2:12][CH2:11]1, predict the reactants needed to synthesize it. The reactants are: Cl[CH2:2][C:3]1[C:4]([S:9][CH:10]2[CH2:13][CH2:12][CH2:11]2)=[N:5][CH:6]=[CH:7][CH:8]=1.C[O:15][C:16]([CH:18]1[CH2:20][CH:19]1[C:21]1[CH:26]=[C:25]([F:27])[C:24]([OH:28])=[C:23]([F:29])[CH:22]=1)=[O:17].